This data is from Reaction yield outcomes from USPTO patents with 853,638 reactions. The task is: Predict the reaction yield, written as a fraction of the theoretical maximum amount of product (1.0 means a 100% yield; for example, 0.34 means a 34% yield). (1) The reactants are [CH3:1][O:2][CH2:3][CH2:4][CH2:5][CH2:6][CH2:7][CH2:8][CH2:9][CH2:10][CH2:11][OH:12].C([O-])(=O)C.[Na+].[Cr](O[Cr]([O-])(=O)=O)([O-])(=O)=O.[NH+]1C=CC=CC=1.[NH+]1C=CC=CC=1. The catalyst is ClCCl. The product is [CH3:1][O:2][CH2:3][CH2:4][CH2:5][CH2:6][CH2:7][CH2:8][CH2:9][CH2:10][CH:11]=[O:12]. The yield is 0.544. (2) The product is [Br:1][C:2]1[CH:3]=[C:4]([C:8]#[C:9][C:11]2[CH:12]=[C:13]3[C:18](=[CH:19][CH:20]=2)[CH2:17][CH2:16][CH2:15][CH2:14]3)[CH:5]=[CH:6][CH:7]=1. The catalyst is O1CCCC1.C(N(CC)CC)C.[Cu](I)I.Cl[Pd](Cl)([P](C1C=CC=CC=1)(C1C=CC=CC=1)C1C=CC=CC=1)[P](C1C=CC=CC=1)(C1C=CC=CC=1)C1C=CC=CC=1. The yield is 0.830. The reactants are [Br:1][C:2]1[CH:7]=[CH:6][CH:5]=[C:4]([C:8]#[CH:9])[CH:3]=1.I[C:11]1[CH:12]=[C:13]2[C:18](=[CH:19][CH:20]=1)[CH2:17][CH2:16][CH2:15][CH2:14]2.Cl. (3) The reactants are [Br:1][C:2]1[CH:3]=[C:4]([N:10](O)[C:11](=O)[CH3:12])[CH:5]=[C:6]([O:8][CH3:9])[CH:7]=1.C(OC=C)(=O)C.[OH-].[Na+].Cl.C([O-])([O-])=O.[Na+].[Na+]. The catalyst is CCOC(C)=O.[Cl-].[Na+].O.CO. The product is [Br:1][C:2]1[CH:7]=[C:6]([O:8][CH3:9])[CH:5]=[C:4]2[C:3]=1[CH:12]=[CH:11][NH:10]2. The yield is 0.460. (4) The reactants are [F-].C([N+](CCCC)(CCCC)CCCC)CCC.[CH2:19]([O:26][C:27]([N:29]1[CH2:33][C@@H:32]([S:34][CH3:35])[CH2:31][C@H:30]1[CH2:36][O:37][Si](C(C)(C)C)(C)C)=[O:28])[C:20]1[CH:25]=[CH:24][CH:23]=[CH:22][CH:21]=1. The catalyst is O1CCCC1. The product is [CH2:19]([O:26][C:27]([N:29]1[CH2:33][C@@H:32]([S:34][CH3:35])[CH2:31][C@H:30]1[CH2:36][OH:37])=[O:28])[C:20]1[CH:25]=[CH:24][CH:23]=[CH:22][CH:21]=1. The yield is 1.00.